The task is: Predict which catalyst facilitates the given reaction.. This data is from Catalyst prediction with 721,799 reactions and 888 catalyst types from USPTO. (1) Reactant: [CH2:1]([O:8][C:9]1[CH:14]=[CH:13][C:12]([CH2:15][C:16](Cl)=O)=[CH:11][CH:10]=1)[C:2]1[CH:7]=[CH:6][CH:5]=[CH:4][CH:3]=1.[P:19]([O:26]CC)([O:23][CH2:24][CH3:25])[O:20][CH2:21][CH3:22].Cl.[NH2:30][OH:31]. Product: [CH2:1]([O:8][C:9]1[CH:10]=[CH:11][C:12]([CH2:15][C:16]([P:19](=[O:26])([O:23][CH2:24][CH3:25])[O:20][CH2:21][CH3:22])=[N:30][OH:31])=[CH:13][CH:14]=1)[C:2]1[CH:3]=[CH:4][CH:5]=[CH:6][CH:7]=1. The catalyst class is: 1. (2) Reactant: Br[Zn][CH2:3][CH2:4][CH2:5][C:6]([O:8][CH2:9][CH3:10])=[O:7].Br[C:12]1[C:20]2[N:19]([S:21]([C:24]3[CH:29]=[CH:28][C:27]([CH3:30])=[CH:26][CH:25]=3)(=[O:23])=[O:22])[CH:18]=[CH:17][C:16]=2[C:15]([C:31]#[N:32])=[CH:14][CH:13]=1.C([O-])([O-])=O.[Cs+].[Cs+]. Product: [C:31]([C:15]1[CH:14]=[CH:13][C:12]([CH2:3][CH2:4][CH2:5][C:6]([O:8][CH2:9][CH3:10])=[O:7])=[C:20]2[C:16]=1[CH:17]=[CH:18][N:19]2[S:21]([C:24]1[CH:29]=[CH:28][C:27]([CH3:30])=[CH:26][CH:25]=1)(=[O:23])=[O:22])#[N:32]. The catalyst class is: 443. (3) Reactant: [Cl:1][C:2]1[C:10]([Cl:11])=[CH:9][CH:8]=[CH:7][C:3]=1[C:4]([OH:6])=[O:5].[N+:12]([O-])([OH:14])=[O:13]. Product: [Cl:1][C:2]1[C:10]([Cl:11])=[CH:9][C:8]([N+:12]([O-:14])=[O:13])=[CH:7][C:3]=1[C:4]([OH:6])=[O:5]. The catalyst class is: 82. (4) Reactant: [C:1]1([CH:7]([C:48]2[CH:53]=[CH:52][CH:51]=[CH:50][CH:49]=2)[CH2:8][NH:9][C:10]2[N:18]=[C:17]([C:19]([NH:21][CH2:22][CH2:23][N:24]3[CH2:29][CH2:28][CH2:27][CH2:26][CH2:25]3)=[O:20])[N:16]=[C:15]3[C:11]=2[N:12]=[CH:13][N:14]3[C@@H:30]2[O:42][C@H:41]([CH2:43][O:44]C(=O)C)[C@@H:36]([O:37]C(=O)C)[C@H:31]2[O:32]C(=O)C)[CH:6]=[CH:5][CH:4]=[CH:3][CH:2]=1.[OH-].[Na+]. Product: [OH:32][C@@H:31]1[C@H:36]([OH:37])[C@@H:41]([CH2:43][OH:44])[O:42][C@H:30]1[N:14]1[CH:13]=[N:12][C:11]2[C:15]1=[N:16][C:17]([C:19]([NH:21][CH2:22][CH2:23][N:24]1[CH2:29][CH2:28][CH2:27][CH2:26][CH2:25]1)=[O:20])=[N:18][C:10]=2[NH:9][CH2:8][CH:7]([C:48]1[CH:49]=[CH:50][CH:51]=[CH:52][CH:53]=1)[C:1]1[CH:2]=[CH:3][CH:4]=[CH:5][CH:6]=1. The catalyst class is: 57. (5) Reactant: [CH3:1][C:2]1([CH3:15])[C@@H:4]2[CH2:5][C:6]3[C:10]([C@H:3]12)=[C:9]([CH3:11])[S:8][C:7]=3[C:12]([OH:14])=O.CN(C(ON1N=NC2C=CC=CC1=2)=[N+](C)C)C.[B-](F)(F)(F)F.C(N(C(C)C)C(C)C)C.[NH2:47][CH2:48][C:49]1[CH:59]=[CH:58][C:52]([O:53][CH2:54][CH:55]([OH:57])[CH3:56])=[CH:51][C:50]=1[O:60][CH3:61]. Product: [OH:57][CH:55]([CH3:56])[CH2:54][O:53][C:52]1[CH:58]=[CH:59][C:49]([CH2:48][NH:47][C:12]([C:7]2[S:8][C:9]([CH3:11])=[C:10]3[C:6]=2[CH2:5][C@H:4]2[C:2]([CH3:1])([CH3:15])[C@H:3]23)=[O:14])=[C:50]([O:60][CH3:61])[CH:51]=1. The catalyst class is: 3. (6) Reactant: [F:1][C:2]([F:22])([F:21])[C:3]1[CH:4]=[C:5]([C:9]2[CH:10]=[CH:11][C:12]3[N:18]4[CH2:19][C@H:15]([CH2:16][CH2:17]4)[NH:14][C:13]=3[N:20]=2)[CH:6]=[CH:7][CH:8]=1.CCN(C(C)C)C(C)C.Cl[C:33](Cl)([O:35]C(=O)OC(Cl)(Cl)Cl)Cl.[CH2:44]([O:51][C:52](=[O:67])[NH:53][CH2:54][C:55]1[O:56][C:57]([C:60]2[CH:65]=[CH:64][CH:63]=[C:62]([NH2:66])[CH:61]=2)=[CH:58][N:59]=1)[C:45]1[CH:50]=[CH:49][CH:48]=[CH:47][CH:46]=1. Product: [CH2:44]([O:51][C:52](=[O:67])[NH:53][CH2:54][C:55]1[O:56][C:57]([C:60]2[CH:65]=[CH:64][CH:63]=[C:62]([NH:66][C:33]([N:14]3[C@@H:15]4[CH2:19][N:18]([CH2:17][CH2:16]4)[C:12]4[CH:11]=[CH:10][C:9]([C:5]5[CH:6]=[CH:7][CH:8]=[C:3]([C:2]([F:21])([F:1])[F:22])[CH:4]=5)=[N:20][C:13]3=4)=[O:35])[CH:61]=2)=[CH:58][N:59]=1)[C:45]1[CH:50]=[CH:49][CH:48]=[CH:47][CH:46]=1. The catalyst class is: 2. (7) Reactant: [Br:1][C:2]1[CH:3]=[C:4]2[C:9](=[CH:10][CH:11]=1)[C:8](=[O:12])[NH:7][CH:6]=[CH:5]2.C(=O)([O-])[O-].[K+].[K+].Cl[CH2:20][C:21]1[CH:26]=[CH:25][C:24]([S:27]([CH3:30])(=[O:29])=[O:28])=[CH:23][CH:22]=1.CN(C=O)C. Product: [Br:1][C:2]1[CH:3]=[C:4]2[C:9](=[CH:10][CH:11]=1)[C:8](=[O:12])[N:7]([CH2:20][C:21]1[CH:22]=[CH:23][C:24]([S:27]([CH3:30])(=[O:29])=[O:28])=[CH:25][CH:26]=1)[CH:6]=[CH:5]2. The catalyst class is: 6.